This data is from Peptide-MHC class I binding affinity with 185,985 pairs from IEDB/IMGT. The task is: Regression. Given a peptide amino acid sequence and an MHC pseudo amino acid sequence, predict their binding affinity value. This is MHC class I binding data. The peptide sequence is RRGKANKPR. The MHC is HLA-A02:06 with pseudo-sequence HLA-A02:06. The binding affinity (normalized) is 0.0847.